From a dataset of Reaction yield outcomes from USPTO patents with 853,638 reactions. Predict the reaction yield, written as a fraction of the theoretical maximum amount of product (1.0 means a 100% yield; for example, 0.34 means a 34% yield). (1) The reactants are C(O[C:4](=[O:13])[CH2:5][C:6]([C:8]1[O:9][CH:10]=[CH:11][CH:12]=1)=O)C.Cl.[N:15]1[CH:20]=[CH:19][C:18]([C:21]([NH2:23])=[NH:22])=[CH:17][CH:16]=1.O1C=CC=C1C1N=C(C2C=CC=CN=2)N=C(O)C=1. No catalyst specified. The product is [O:9]1[CH:10]=[CH:11][CH:12]=[C:8]1[C:6]1[N:23]=[C:21]([C:18]2[CH:19]=[CH:20][N:15]=[CH:16][CH:17]=2)[N:22]=[C:4]([OH:13])[CH:5]=1. The yield is 0.290. (2) The reactants are [NH2:1][C:2]1[CH:7]=[CH:6][C:5]([OH:8])=[C:4]([F:9])[CH:3]=1.CC(C)([O-])C.[K+].Cl[C:17]1[CH:22]=[CH:21][N:20]=[C:19]2[CH:23]=[C:24]([C:26]3[N:31]=[CH:30][C:29]([CH2:32][N:33]([CH2:41][CH2:42][O:43][CH3:44])[C:34](=[O:40])[O:35][C:36]([CH3:39])([CH3:38])[CH3:37])=[CH:28][CH:27]=3)[S:25][C:18]=12.O. The catalyst is CS(C)=O.NC1C=CC(O)=C(F)C=1. The product is [NH2:1][C:2]1[CH:7]=[CH:6][C:5]([O:8][C:17]2[CH:22]=[CH:21][N:20]=[C:19]3[CH:23]=[C:24]([C:26]4[N:31]=[CH:30][C:29]([CH2:32][N:33]([CH2:41][CH2:42][O:43][CH3:44])[C:34](=[O:40])[O:35][C:36]([CH3:37])([CH3:38])[CH3:39])=[CH:28][CH:27]=4)[S:25][C:18]=23)=[C:4]([F:9])[CH:3]=1. The yield is 0.900. (3) The reactants are [NH2:1][C:2](=[N:8][C:9]1[CH:14]=[CH:13][C:12]([N:15]2[CH2:20][CH2:19][N:18]([C:21]([NH:23][CH2:24][CH2:25][CH2:26][CH2:27][CH:28]3[CH2:32][CH2:31][S:30][S:29]3)=[O:22])[CH2:17][CH2:16]2)=[C:11]([CH3:33])[CH:10]=1)[C:3]1[S:4][CH:5]=[CH:6][CH:7]=1.FC1C=CC([N+]([O-])=O)=CC=1C#[N:38]. No catalyst specified. The product is [NH2:1][C:2](=[N:8][C:9]1[CH:14]=[CH:13][C:12]([N:15]2[CH2:16][CH2:17][N:18]([C:21]([NH:23][CH2:24][CH2:25][CH2:26][CH2:27][CH:28]3[CH2:32][CH2:31][S:30][S:29]3)=[O:22])[CH2:19][CH2:20]2)=[C:11]([C:33]#[N:38])[CH:10]=1)[C:3]1[S:4][CH:5]=[CH:6][CH:7]=1. The yield is 0.120. (4) The reactants are Br[C:2]1[C:3]([CH3:23])=[C:4]([C:7]2[N:11]3[N:12]=[C:13]([CH3:21])[CH:14]=[C:15]([CH:16]([CH2:19][CH3:20])[CH2:17][CH3:18])[C:10]3=[N:9][C:8]=2[CH3:22])[S:5][CH:6]=1.[Br-].[CH3:25][C:26]1[N:31]=[C:30]([Zn+])[CH:29]=[CH:28][CH:27]=1.C1COCC1. The catalyst is CCOC(C)=O.C1C=CC(P(C2C=CC=CC=2)[C-]2C=CC=C2)=CC=1.C1C=CC(P(C2C=CC=CC=2)[C-]2C=CC=C2)=CC=1.Cl[Pd]Cl.[Fe+2]. The product is [CH2:17]([CH:16]([C:15]1[C:10]2[N:11]([C:7]([C:4]3[S:5][CH:6]=[C:2]([C:30]4[CH:29]=[CH:28][CH:27]=[C:26]([CH3:25])[N:31]=4)[C:3]=3[CH3:23])=[C:8]([CH3:22])[N:9]=2)[N:12]=[C:13]([CH3:21])[CH:14]=1)[CH2:19][CH3:20])[CH3:18]. The yield is 0.310.